Dataset: Experimentally validated miRNA-target interactions with 360,000+ pairs, plus equal number of negative samples. Task: Binary Classification. Given a miRNA mature sequence and a target amino acid sequence, predict their likelihood of interaction. The miRNA is mmu-miR-410-3p with sequence AAUAUAACACAGAUGGCCUGU. The protein sequence of the target gene is MAGAIASRMSFSSLKRKQPKTFTVRIVTMDAEMEFNCEMKWKGKDLFDLVCRTLGLRETWFFGLQYTIKDTVAWLKMDKKVLDHDVSKEEPVTFHFLAKFYPENAEEELVQEITQHLFFLQVKKQILDEKVYCPPEASVLLASYAVQAKYGDYDPSVHKRGFLAQEELLPKRVINLYQMTPEMWEERITAWYAEHRGRARDEAEMEYLKIAQDLEMYGVNYFTIRNKKGTELLLGVDALGLHIYDPENRLTPKISFPWNEIRNISYSDKEFTIKPLDKKIDVFKFNSSKLRVNKLILQLC.... Result: 1 (interaction).